Dataset: Blood-brain barrier permeability regression values from the B3DB database. Task: Regression/Classification. Given a drug SMILES string, predict its absorption, distribution, metabolism, or excretion properties. Task type varies by dataset: regression for continuous measurements (e.g., permeability, clearance, half-life) or binary classification for categorical outcomes (e.g., BBB penetration, CYP inhibition). For this dataset (b3db_regression), we predict Y. The Y is 1.11 log(BB ratio). The drug is COC1=C(C=C(C=C1)OC(F)(F)F)CN[C@H]2CCCN[C@H]2C3=CC=CC=C3.